From a dataset of Reaction yield outcomes from USPTO patents with 853,638 reactions. Predict the reaction yield, written as a fraction of the theoretical maximum amount of product (1.0 means a 100% yield; for example, 0.34 means a 34% yield). (1) The reactants are [NH2:1][C:2]1[C:3]([C:12]([OH:14])=[O:13])=[CH:4][C:5]2[C:10]([CH:11]=1)=[CH:9][CH:8]=[CH:7][CH:6]=2.[CH3:15][C:16]1[CH:21]=[CH:20][CH:19]=[C:18]([CH3:22])[C:17]=1[N:23]=[C:24]=[O:25].Cl. The catalyst is CN(C=O)C. The product is [CH3:22][C:18]1[CH:19]=[CH:20][CH:21]=[C:16]([CH3:15])[C:17]=1[NH:23][C:24]([NH:1][C:2]1[C:3]([C:12]([OH:14])=[O:13])=[CH:4][C:5]2[C:10]([CH:11]=1)=[CH:9][CH:8]=[CH:7][CH:6]=2)=[O:25]. The yield is 0.940. (2) The reactants are Cl[C:2]1[N:3]([C:13]2[CH:18]=[CH:17][CH:16]=[CH:15][CH:14]=2)[C:4]2[C:9]([C:10]=1[CH:11]=[O:12])=[CH:8][CH:7]=[CH:6][CH:5]=2.[C:19]([O:23][C:24]([N:26]1[CH2:32][CH2:31][CH2:30][NH:29][CH2:28][CH2:27]1)=[O:25])([CH3:22])([CH3:21])[CH3:20]. No catalyst specified. The product is [C:19]([O:23][C:24]([N:26]1[CH2:32][CH2:31][CH2:30][N:29]([C:2]2[N:3]([C:13]3[CH:18]=[CH:17][CH:16]=[CH:15][CH:14]=3)[C:4]3[C:9]([C:10]=2[CH:11]=[O:12])=[CH:8][CH:7]=[CH:6][CH:5]=3)[CH2:28][CH2:27]1)=[O:25])([CH3:22])([CH3:20])[CH3:21]. The yield is 0.870. (3) The reactants are [NH:1]1[C:5]2[CH:6]=[CH:7][CH:8]=[CH:9][C:4]=2[N:3]=[C:2]1[CH2:10][N:11]([CH2:22][C:23]1[CH:30]=[CH:29][C:26]([CH:27]=O)=[CH:25][CH:24]=1)[CH:12]1[C:21]2[N:20]=[CH:19][CH:18]=[CH:17][C:16]=2[CH2:15][CH2:14][CH2:13]1.[CH3:31][NH:32][CH3:33].[BH-](OC(C)=O)(OC(C)=O)OC(C)=O.[Na+]. The catalyst is C(Cl)Cl. The product is [NH:1]1[C:5]2[CH:6]=[CH:7][CH:8]=[CH:9][C:4]=2[N:3]=[C:2]1[CH2:10][N:11]([CH2:22][C:23]1[CH:30]=[CH:29][C:26]([CH2:27][N:32]([CH3:33])[CH3:31])=[CH:25][CH:24]=1)[CH:12]1[C:21]2[N:20]=[CH:19][CH:18]=[CH:17][C:16]=2[CH2:15][CH2:14][CH2:13]1. The yield is 0.430. (4) The reactants are Cl[C:2]1[CH:3]=[CH:4][C:5]([N+:9]([O-:11])=[O:10])=[C:6]([NH2:8])[CH:7]=1.Cl.[OH:13][CH:14]1[CH2:19][CH2:18][CH2:17][NH:16][CH2:15]1.C([O-])([O-])=O.[K+].[K+].O. The catalyst is CN(C=O)C. The product is [NH2:8][C:6]1[CH:7]=[C:2]([N:16]2[CH2:17][CH2:18][CH2:19][CH:14]([OH:13])[CH2:15]2)[CH:3]=[CH:4][C:5]=1[N+:9]([O-:11])=[O:10]. The yield is 0.540. (5) The reactants are [Na].[NH:2]1[C:9](=[O:10])[CH2:8][C:6](=[O:7])[NH:5][C:3]1=[S:4].[CH3:11][CH2:12][CH2:13]Br.[OH-].[Na+].Cl. The catalyst is O.CO. The product is [CH2:11]([S:4][C:3]1[N:5]=[C:6]([OH:7])[CH:8]=[C:9]([OH:10])[N:2]=1)[CH2:12][CH3:13]. The yield is 0.762.